This data is from Full USPTO retrosynthesis dataset with 1.9M reactions from patents (1976-2016). The task is: Predict the reactants needed to synthesize the given product. (1) The reactants are: [NH:1]1[CH:5]=[C:4]([CH:6]=[O:7])[N:3]=[CH:2]1.[H-].[Na+].Br[CH2:11][CH2:12][C:13]1[CH:18]=[CH:17][CH:16]=[CH:15][CH:14]=1. Given the product [C:13]1([CH2:12][CH2:11][N:1]2[CH:5]=[C:4]([CH:6]=[O:7])[N:3]=[CH:2]2)[CH:18]=[CH:17][CH:16]=[CH:15][CH:14]=1, predict the reactants needed to synthesize it. (2) Given the product [Cl:1][C:2]1[CH:3]=[C:4]([C:8]2[N:12]3[N:13]=[C:14]([NH:17][C@H:18]4[CH2:23][CH2:22][C@H:21]([NH:24][CH:25]=[O:26])[CH2:20][CH2:19]4)[CH:15]=[CH:16][C:11]3=[N:10][CH:9]=2)[CH:5]=[CH:6][CH:7]=1, predict the reactants needed to synthesize it. The reactants are: [Cl:1][C:2]1[CH:3]=[C:4]([C:8]2[N:12]3[N:13]=[C:14]([NH:17][C@H:18]4[CH2:23][CH2:22][C@H:21]([NH2:24])[CH2:20][CH2:19]4)[CH:15]=[CH:16][C:11]3=[N:10][CH:9]=2)[CH:5]=[CH:6][CH:7]=1.[CH:25](OCC)=[O:26]. (3) The reactants are: C([O:8][C:9]1[C:14]([CH2:15][N:16]2[C:22](=[O:23])[C:21]3[C:24]([CH3:33])=[C:25]([O:29][CH:30]([CH3:32])[CH3:31])[CH:26]=[C:27](Br)[C:20]=3[O:19][CH2:18][CH2:17]2)=[C:13]([CH3:34])[CH:12]=[C:11]([CH3:35])[N:10]=1)C1C=CC=CC=1.FC(F)(F)C(O)=O.[CH3:43][N:44](C)C(=O)C. Given the product [CH3:34][C:13]1[CH:12]=[C:11]([CH3:35])[NH:10][C:9](=[O:8])[C:14]=1[CH2:15][N:16]1[C:22](=[O:23])[C:21]2[C:24]([CH3:33])=[C:25]([O:29][CH:30]([CH3:32])[CH3:31])[CH:26]=[C:27]([C:43]#[N:44])[C:20]=2[O:19][CH2:18][CH2:17]1, predict the reactants needed to synthesize it. (4) Given the product [CH3:22][C:21]1[C:16]([N:13]2[CH2:14][CH2:15][N:10]([C:8]([C:5]3[CH:6]=[CH:7][C:2]([N:27]4[C@H:26]([CH3:25])[CH2:30][O:29][C:28]4=[O:31])=[CH:3][C:4]=3[F:24])=[O:9])[CH2:11][CH2:12]2)=[N:17][CH:18]=[C:19]([CH3:23])[CH:20]=1, predict the reactants needed to synthesize it. The reactants are: Br[C:2]1[CH:7]=[CH:6][C:5]([C:8]([N:10]2[CH2:15][CH2:14][N:13]([C:16]3[C:21]([CH3:22])=[CH:20][C:19]([CH3:23])=[CH:18][N:17]=3)[CH2:12][CH2:11]2)=[O:9])=[C:4]([F:24])[CH:3]=1.[CH3:25][C@@H:26]1[CH2:30][O:29][C:28](=[O:31])[NH:27]1. (5) Given the product [NH2:25][C:21]1[N:20]=[C:19]([C:6]2[CH:7]=[CH:8][C:9]([OH:11])=[CH:10][C:5]=2[CH:1]2[CH2:4][CH2:3][CH2:2]2)[CH:24]=[CH:23][CH:22]=1, predict the reactants needed to synthesize it. The reactants are: [CH:1]1([C:5]2[CH:10]=[C:9]([O:11]CC3C=CC=CC=3)[CH:8]=[CH:7][C:6]=2[C:19]2[CH:24]=[CH:23][CH:22]=[C:21]([N:25]3C(C)=CC=C3C)[N:20]=2)[CH2:4][CH2:3][CH2:2]1.NO.Cl.